Dataset: Full USPTO retrosynthesis dataset with 1.9M reactions from patents (1976-2016). Task: Predict the reactants needed to synthesize the given product. (1) Given the product [ClH:1].[Cl:1][C:2]1[CH:7]=[C:6]([F:8])[C:5]([CH3:9])=[CH:4][C:3]=1[NH:10][N:11]=[C:17]1[CH2:18][CH2:19][NH:14][CH2:15][CH2:16]1, predict the reactants needed to synthesize it. The reactants are: [Cl:1][C:2]1[CH:7]=[C:6]([F:8])[C:5]([CH3:9])=[CH:4][C:3]=1[NH:10][NH2:11].O.Cl.[NH:14]1[CH2:19][CH2:18][C:17](=O)[CH2:16][CH2:15]1. (2) Given the product [NH:67]1[C:68]2[C:73](=[CH:72][CH:71]=[CH:70][CH:69]=2)[C:65]([CH2:64][NH:47][CH2:14][C:15]2[CH:16]=[CH:17][C:18]([CH2:21][CH2:22][CH2:23][NH:24][C:25](=[O:36])[CH2:26][O:27][CH2:28][C:29]3[CH:30]=[CH:31][C:32]([F:35])=[CH:33][CH:34]=3)=[CH:19][CH:20]=2)=[CH:66]1, predict the reactants needed to synthesize it. The reactants are: N1C2C(=CC=CC=2)C(CCNC[CH2:14][C:15]2[CH:20]=[CH:19][C:18]([CH2:21][CH2:22][CH2:23][NH:24][C:25](=[O:36])[CH2:26][O:27][CH2:28][C:29]3[CH:34]=[CH:33][C:32]([F:35])=[CH:31][CH:30]=3)=[CH:17][CH:16]=2)=C1.FC1C=CC(COCC([NH:47]CCCC2C=CC(CC=O)=CC=2)=O)=CC=1.NC[CH2:64][C:65]1[C:73]2[C:68](=[CH:69][CH:70]=[CH:71][CH:72]=2)[NH:67][CH:66]=1.